Dataset: Forward reaction prediction with 1.9M reactions from USPTO patents (1976-2016). Task: Predict the product of the given reaction. (1) The product is: [N:20]1([CH2:19][CH2:18][CH2:17][NH:16][S:12]([C:3]2[C:4]([Cl:11])=[CH:5][CH:6]=[C:7]([N+:8]([O-:10])=[O:9])[C:2]=2[Cl:1])(=[O:14])=[O:13])[CH2:25][CH2:24][O:23][CH2:22][CH2:21]1. Given the reactants [Cl:1][C:2]1[C:7]([N+:8]([O-:10])=[O:9])=[CH:6][CH:5]=[C:4]([Cl:11])[C:3]=1[S:12](Cl)(=[O:14])=[O:13].[NH2:16][CH2:17][CH2:18][CH2:19][N:20]1[CH2:25][CH2:24][O:23][CH2:22][CH2:21]1.C(N(CC)CC)C, predict the reaction product. (2) Given the reactants [Cl:1][C:2]1[CH:7]=[CH:6][C:5]([CH:8]([CH3:30])[CH:9]([CH3:29])[C:10]([OH:28])([C:24]([F:27])([F:26])[F:25])[CH:11]=[N:12][C:13]2[CH:22]=[CH:21][CH:20]=[C:19]3[C:14]=2[CH:15]=[CH:16][O:17][C:18]3=[O:23])=[C:4]([O:31]C)[C:3]=1[F:33].ClC1C=CC(C(CC)CC(O)(C(F)(F)F)C=NC2C=CC=C3C=2C=COC3=O)=C(OC)C=1F.B(Br)(Br)Br, predict the reaction product. The product is: [Cl:1][C:2]1[CH:7]=[C:6]2[C:5]([CH:8]([CH3:30])[CH:9]([CH3:29])[C:10]([OH:28])([C:24]([F:25])([F:27])[F:26])[CH:11]2[NH:12][C:13]2[CH:22]=[CH:21][CH:20]=[C:19]3[C:14]=2[CH:15]=[CH:16][O:17][C:18]3=[O:23])=[C:4]([OH:31])[C:3]=1[F:33]. (3) Given the reactants C[Al](C)C.[F:5][C:6]([F:16])([F:15])[O:7][C:8]1[CH:14]=[CH:13][C:11]([NH2:12])=[CH:10][CH:9]=1.C([O:19][C:20](=O)[C:21]1[CH:26]=[C:25]([C:27]#[N:28])[C:24]([Cl:29])=[N:23][CH:22]=1)C.[NH4+].[Cl-], predict the reaction product. The product is: [Cl:29][C:24]1[C:25]([C:27]#[N:28])=[CH:26][C:21]([C:20]([NH:12][C:11]2[CH:13]=[CH:14][C:8]([O:7][C:6]([F:15])([F:16])[F:5])=[CH:9][CH:10]=2)=[O:19])=[CH:22][N:23]=1. (4) Given the reactants [I:1][C:2]1[CH:12]=[CH:11][CH:10]=[CH:9][C:3]=1[CH:4]=[CH:5][C:6]([OH:8])=O.O=S(Cl)Cl.[C:17]1([NH2:24])[CH:22]=[CH:21][CH:20]=[CH:19][C:18]=1[NH2:23].CCN(CC)CC, predict the reaction product. The product is: [NH2:23][C:18]1[CH:19]=[CH:20][CH:21]=[CH:22][C:17]=1[NH:24][C:6](=[O:8])/[CH:5]=[CH:4]/[C:3]1[CH:9]=[CH:10][CH:11]=[CH:12][C:2]=1[I:1]. (5) The product is: [OH:8][C:9]1([CH2:15][N:16]2[C:25](=[O:26])[C:24]3[C:19](=[C:20]([CH3:27])[CH:21]=[CH:22][CH:23]=3)[N:18]=[CH:17]2)[CH2:10][CH2:11][N:12]([C:36](=[O:37])[CH2:35][CH:34]([C:28]2[CH:33]=[CH:32][CH:31]=[CH:30][CH:29]=2)[CH3:39])[CH2:13][CH2:14]1. Given the reactants FC(F)(F)C(O)=O.[OH:8][C:9]1([CH2:15][N:16]2[C:25](=[O:26])[C:24]3[C:19](=[C:20]([CH3:27])[CH:21]=[CH:22][CH:23]=3)[N:18]=[CH:17]2)[CH2:14][CH2:13][NH:12][CH2:11][CH2:10]1.[C:28]1([CH:34]([CH3:39])[CH2:35][C:36](O)=[O:37])[CH:33]=[CH:32][CH:31]=[CH:30][CH:29]=1.CCN(C(C)C)C(C)C.CN(C(ON1N=NC2C=CC=NC1=2)=[N+](C)C)C.F[P-](F)(F)(F)(F)F, predict the reaction product. (6) Given the reactants Br[CH2:2][C:3]1[CH:7]=[C:6]([C:8]2[CH:13]=[CH:12][C:11]([C:14]([F:17])([F:16])[F:15])=[CH:10][CH:9]=2)[S:5][C:4]=1[C:18](OCC)=[O:19].[F:23][C:24]([F:33])([F:32])[C:25]1[CH:30]=[CH:29][C:28]([OH:31])=[CH:27][CH:26]=1, predict the reaction product. The product is: [F:23][C:24]([F:32])([F:33])[C:25]1[CH:30]=[CH:29][C:28]([O:31][CH2:2][C:3]2[CH:7]=[C:6]([C:8]3[CH:13]=[CH:12][C:11]([C:14]([F:16])([F:15])[F:17])=[CH:10][CH:9]=3)[S:5][C:4]=2[CH2:18][OH:19])=[CH:27][CH:26]=1. (7) Given the reactants Cl[C:2]1[N:7]=[N:6][C:5]([C:8]([O:10][CH3:11])=[O:9])=[CH:4][CH:3]=1.[F:12][C:13]([F:29])([F:28])[C:14]1[CH:27]=[CH:26][CH:25]=[CH:24][C:15]=1[C:16]([N:18]1[CH2:23][CH2:22][NH:21][CH2:20][CH2:19]1)=[O:17].C(=O)([O-])[O-].[K+].[K+], predict the reaction product. The product is: [F:29][C:13]([F:12])([F:28])[C:14]1[CH:27]=[CH:26][CH:25]=[CH:24][C:15]=1[C:16]([N:18]1[CH2:19][CH2:20][N:21]([C:2]2[N:7]=[N:6][C:5]([C:8]([O:10][CH3:11])=[O:9])=[CH:4][CH:3]=2)[CH2:22][CH2:23]1)=[O:17]. (8) The product is: [C:1]([O:5][C:6]([N:8]1[CH2:9][CH2:10][C:11]([C:15]2[S:16][CH:17]=[C:18]([CH2:20][OH:21])[N:19]=2)([CH3:14])[CH2:12][CH2:13]1)=[O:7])([CH3:2])([CH3:3])[CH3:4]. Given the reactants [C:1]([O:5][C:6]([N:8]1[CH2:13][CH2:12][C:11]([C:15]2[S:16][CH:17]=[C:18]([C:20](OCC)=[O:21])[N:19]=2)([CH3:14])[CH2:10][CH2:9]1)=[O:7])([CH3:4])([CH3:3])[CH3:2], predict the reaction product.